This data is from Forward reaction prediction with 1.9M reactions from USPTO patents (1976-2016). The task is: Predict the product of the given reaction. (1) The product is: [CH2:26]([O:25][C:21]([CH:22]=[CH:23][C:2]1[CH:11]=[CH:10][C:9]2[NH:8][C:7](=[O:12])[C:6]3[NH:13][CH:14]=[CH:15][C:5]=3[C:4]=2[CH:3]=1)=[O:24])[CH3:27].[CH2:16]([C:18]([O-:20])=[O:19])[CH3:17]. Given the reactants I[C:2]1[CH:11]=[CH:10][C:9]2[NH:8][C:7](=[O:12])[C:6]3[NH:13][CH:14]=[CH:15][C:5]=3[C:4]=2[CH:3]=1.[CH2:16]([C:18]([O-:20])=[O:19])[CH3:17].[C:21]([O:25][CH2:26][CH3:27])(=[O:24])[CH:22]=[CH2:23], predict the reaction product. (2) Given the reactants [NH2:1][C:2]1[N:7]([C:8]2[C:32]([F:33])=[CH:31][C:11]([O:12][CH2:13][CH2:14][CH2:15][CH2:16][CH2:17][NH:18][C@H:19]([C:24]([O:26]C(C)(C)C)=[O:25])[CH2:20][CH:21]([CH3:23])[CH3:22])=[CH:10][C:9]=2[F:34])[C:6](=[O:35])[CH:5]=[CH:4][C:3]=1[C:36](=[O:45])[C:37]1[CH:42]=[CH:41][C:40]([F:43])=[CH:39][C:38]=1[F:44].C(O)(C(F)(F)F)=O, predict the reaction product. The product is: [NH2:1][C:2]1[N:7]([C:8]2[C:9]([F:34])=[CH:10][C:11]([O:12][CH2:13][CH2:14][CH2:15][CH2:16][CH2:17][NH:18][C@H:19]([C:24]([OH:26])=[O:25])[CH2:20][CH:21]([CH3:23])[CH3:22])=[CH:31][C:32]=2[F:33])[C:6](=[O:35])[CH:5]=[CH:4][C:3]=1[C:36](=[O:45])[C:37]1[CH:42]=[CH:41][C:40]([F:43])=[CH:39][C:38]=1[F:44]. (3) Given the reactants [CH3:1][O:2][C:3]1[C:8]([CH3:9])=[CH:7][C:6]2[C:10]3([CH2:20][O:21][C:5]=2[CH:4]=1)[C:18]1[C:13](=[CH:14][CH:15]=[CH:16][CH:17]=1)[NH:12][C:11]3=[O:19].Br.Br[CH2:24][C:25]1[CH:30]=[CH:29][CH:28]=[CH:27][N:26]=1.BrCC1CCCCO1, predict the reaction product. The product is: [CH3:1][O:2][C:3]1[C:8]([CH3:9])=[CH:7][C:6]2[C:10]3([CH2:20][O:21][C:5]=2[CH:4]=1)[C:18]1[C:13](=[CH:14][CH:15]=[CH:16][CH:17]=1)[N:12]([CH2:24][C:25]1[CH:30]=[CH:29][CH:28]=[CH:27][N:26]=1)[C:11]3=[O:19]. (4) Given the reactants ClC1C(Cl)=C(C2C=CC=CC=2)N=C(C(Cl)=O)C=1.[F-].[K+].[F:20][C:21]1[C:26]([F:27])=[C:25]([C:28]2[CH:33]=[CH:32][CH:31]=[CH:30][CH:29]=2)[N:24]=[C:23]([C:34](F)=[O:35])[CH:22]=1.C(N(CC)CC)C.[CH:44]([OH:47])([CH3:46])[CH3:45], predict the reaction product. The product is: [F:20][C:21]1[C:26]([F:27])=[C:25]([C:28]2[CH:33]=[CH:32][CH:31]=[CH:30][CH:29]=2)[N:24]=[C:23]([C:34]([O:47][CH:44]([CH3:46])[CH3:45])=[O:35])[CH:22]=1.